Dataset: Reaction yield outcomes from USPTO patents with 853,638 reactions. Task: Predict the reaction yield, written as a fraction of the theoretical maximum amount of product (1.0 means a 100% yield; for example, 0.34 means a 34% yield). The reactants are [F:1][C:2]1[CH:3]=[C:4]([CH:8]=[CH:9][CH:10]=1)[C:5]([OH:7])=O.Cl.CN(C)CCCN=C=NCC.O.ON1C2C=CC=CC=2N=N1.[Cl:34][CH2:35][C:36]([NH:38]O)=[NH:37]. The catalyst is C(OCC)(=O)C.CN(C=O)C. The product is [Cl:34][CH2:35][C:36]1[N:38]=[C:5]([C:4]2[CH:8]=[CH:9][CH:10]=[C:2]([F:1])[CH:3]=2)[O:7][N:37]=1. The yield is 0.350.